Dataset: Forward reaction prediction with 1.9M reactions from USPTO patents (1976-2016). Task: Predict the product of the given reaction. (1) Given the reactants [Cl:1][C:2]1[C:7]([C:8]2[NH:12][C:11]3[CH:13]=[CH:14][CH:15]=[C:16]([C:17]([NH:19][C:20]4[S:21][CH:22]=[CH:23][N:24]=4)=[O:18])[C:10]=3[N:9]=2)=[CH:6][CH:5]=[CH:4][N:3]=1.[NH:25]1[CH2:30][CH2:29][O:28][CH2:27][CH2:26]1, predict the reaction product. The product is: [Cl:1][C:2]1[C:7]([C:8]2[NH:12][C:11]3[CH:13]=[CH:14][CH:15]=[C:16]([C:17]([NH:19][C:20]4[S:21][CH:22]=[CH:23][N:24]=4)=[O:18])[C:10]=3[N:9]=2)=[CH:6][CH:5]=[CH:4][N:3]=1.[O:28]1[CH2:29][CH2:30][N:25]([C:2]2[C:7]([C:8]3[NH:12][C:11]4[CH:13]=[CH:14][CH:15]=[C:16]([C:17]([NH:19][C:20]5[S:21][CH:22]=[CH:23][N:24]=5)=[O:18])[C:10]=4[N:9]=3)=[CH:6][CH:5]=[CH:4][N:3]=2)[CH2:26][CH2:27]1. (2) Given the reactants C(O[CH:4](OCC)[C:5]([NH:7][CH2:8][C:9]1[CH:14]=[CH:13][CH:12]=[CH:11][C:10]=1[F:15])=[O:6])C.[OH-].[NH4+].CCOCC, predict the reaction product. The product is: [F:15][C:10]1[CH:11]=[CH:12][CH:13]=[C:14]2[C:9]=1[CH:8]=[N:7][C:5]([OH:6])=[CH:4]2. (3) Given the reactants [Br:1][C:2]1[CH:3]=[C:4]([CH2:21][C:22]([OH:24])=[O:23])[CH:5]=[C:6]([Br:20])[C:7]=1[O:8][C:9]1[CH:14]=[CH:13][C:12]([O:15]C)=[C:11]([CH:17]([CH3:19])[CH3:18])[CH:10]=1.I([Cl:28])(=O)=O.I(Cl)(=O)=O.I(Cl)(=O)=O.I(Cl)(=O)=O.C([N+](C)(C)C)C1C=CC=CC=1, predict the reaction product. The product is: [Br:1][C:2]1[CH:3]=[C:4]([CH2:21][C:22]([OH:24])=[O:23])[CH:5]=[C:6]([Br:20])[C:7]=1[O:8][C:9]1[CH:10]=[C:11]([CH:17]([CH3:19])[CH3:18])[C:12]([OH:15])=[C:13]([Cl:28])[CH:14]=1.